This data is from Forward reaction prediction with 1.9M reactions from USPTO patents (1976-2016). The task is: Predict the product of the given reaction. (1) Given the reactants C[O:2][C:3](=[O:32])[C@H:4]([NH:6][C:7](=[O:31])[C:8]1[CH:13]=[CH:12][C:11]([S:14](=[O:30])(=[O:29])[NH:15][C:16]2[CH:21]=[CH:20][CH:19]=[CH:18][C:17]=2[O:22][C:23]2[CH:28]=[CH:27][CH:26]=[CH:25][CH:24]=2)=[CH:10][CH:9]=1)[CH3:5].O.CO, predict the reaction product. The product is: [O:22]([C:17]1[CH:18]=[CH:19][CH:20]=[CH:21][C:16]=1[NH:15][S:14]([C:11]1[CH:12]=[CH:13][C:8]([C:7]([NH:6][C@H:4]([CH3:5])[C:3]([OH:32])=[O:2])=[O:31])=[CH:9][CH:10]=1)(=[O:30])=[O:29])[C:23]1[CH:28]=[CH:27][CH:26]=[CH:25][CH:24]=1. (2) Given the reactants [F:1][C:2]([F:13])([F:12])[C:3]1[CH:4]=[C:5]([CH:9]=[CH:10][CH:11]=1)[C:6](Cl)=[O:7].[Cl:14][C:15]1[CH:16]=[C:17]([NH2:25])[CH:18]=[CH:19][C:20]=1[C:21]([F:24])([F:23])[F:22].CCN(CC)CC, predict the reaction product. The product is: [Cl:14][C:15]1[CH:16]=[C:17]([NH:25][C:6](=[O:7])[C:5]2[CH:9]=[CH:10][CH:11]=[C:3]([C:2]([F:13])([F:12])[F:1])[CH:4]=2)[CH:18]=[CH:19][C:20]=1[C:21]([F:23])([F:24])[F:22]. (3) Given the reactants [C:1]([O:5][C:6]([N:8]1[CH2:13][CH2:12][CH:11]([N:14]2[CH2:18][CH2:17][C@@H:16]([CH2:19][C:20]3[C:25]([Cl:26])=[CH:24][C:23]([C:27]4[CH:32]=[CH:31][C:30]([C:33]([O:35]C)=[O:34])=[CH:29][CH:28]=4)=[CH:22][C:21]=3[Cl:37])[C:15]2=[O:38])[CH2:10][CH2:9]1)=[O:7])([CH3:4])([CH3:3])[CH3:2].[Li+].[OH-], predict the reaction product. The product is: [C:1]([O:5][C:6]([N:8]1[CH2:13][CH2:12][CH:11]([N:14]2[CH2:18][CH2:17][C@@H:16]([CH2:19][C:20]3[C:21]([Cl:37])=[CH:22][C:23]([C:27]4[CH:28]=[CH:29][C:30]([C:33]([OH:35])=[O:34])=[CH:31][CH:32]=4)=[CH:24][C:25]=3[Cl:26])[C:15]2=[O:38])[CH2:10][CH2:9]1)=[O:7])([CH3:4])([CH3:2])[CH3:3]. (4) Given the reactants [CH3:1][O:2][C:3]1[C:19]([O:20][CH3:21])=[CH:18][C:6]2=[N:7][C:8]3[NH:9][CH:10]=[C:11]([C:16]#[N:17])[C:12](=O)[C:13]=3[CH:14]=[C:5]2[CH:4]=1.P(Cl)(Cl)([Cl:24])=O, predict the reaction product. The product is: [Cl:24][C:12]1[C:13]2[CH:14]=[C:5]3[CH:4]=[C:3]([O:2][CH3:1])[C:19]([O:20][CH3:21])=[CH:18][C:6]3=[N:7][C:8]=2[N:9]=[CH:10][C:11]=1[C:16]#[N:17]. (5) Given the reactants [CH3:1][O:2][C:3]1[CH:11]=[C:10]([O:12][CH3:13])[CH:9]=[CH:8][C:4]=1[C:5](O)=O.[NH2:14][OH:15], predict the reaction product. The product is: [CH3:1][O:2][C:3]1[CH:11]=[C:10]([O:12][CH3:13])[CH:9]=[CH:8][C:4]=1[CH:5]=[N:14][OH:15].